Dataset: NCI-60 drug combinations with 297,098 pairs across 59 cell lines. Task: Regression. Given two drug SMILES strings and cell line genomic features, predict the synergy score measuring deviation from expected non-interaction effect. (1) Drug 1: CN(C)C1=NC(=NC(=N1)N(C)C)N(C)C. Drug 2: C1=NNC2=C1C(=O)NC=N2. Cell line: SF-295. Synergy scores: CSS=-0.620, Synergy_ZIP=-2.34, Synergy_Bliss=-6.18, Synergy_Loewe=-4.19, Synergy_HSA=-4.61. (2) Drug 1: C1=NC2=C(N=C(N=C2N1C3C(C(C(O3)CO)O)F)Cl)N. Drug 2: CN(C(=O)NC(C=O)C(C(C(CO)O)O)O)N=O. Cell line: CAKI-1. Synergy scores: CSS=14.3, Synergy_ZIP=-2.00, Synergy_Bliss=-2.36, Synergy_Loewe=-33.3, Synergy_HSA=-4.45.